From a dataset of NCI-60 drug combinations with 297,098 pairs across 59 cell lines. Regression. Given two drug SMILES strings and cell line genomic features, predict the synergy score measuring deviation from expected non-interaction effect. (1) Drug 1: CC1=C2C(C(=O)C3(C(CC4C(C3C(C(C2(C)C)(CC1OC(=O)C(C(C5=CC=CC=C5)NC(=O)OC(C)(C)C)O)O)OC(=O)C6=CC=CC=C6)(CO4)OC(=O)C)OC)C)OC. Drug 2: C1=NC2=C(N1)C(=S)N=C(N2)N. Cell line: UO-31. Synergy scores: CSS=41.8, Synergy_ZIP=-5.44, Synergy_Bliss=-6.27, Synergy_Loewe=-11.2, Synergy_HSA=-0.0226. (2) Drug 1: CCCS(=O)(=O)NC1=C(C(=C(C=C1)F)C(=O)C2=CNC3=C2C=C(C=N3)C4=CC=C(C=C4)Cl)F. Drug 2: CC12CCC3C(C1CCC2O)C(CC4=C3C=CC(=C4)O)CCCCCCCCCS(=O)CCCC(C(F)(F)F)(F)F. Cell line: NCI-H322M. Synergy scores: CSS=6.10, Synergy_ZIP=3.50, Synergy_Bliss=7.36, Synergy_Loewe=5.24, Synergy_HSA=1.38. (3) Drug 1: CCCS(=O)(=O)NC1=C(C(=C(C=C1)F)C(=O)C2=CNC3=C2C=C(C=N3)C4=CC=C(C=C4)Cl)F. Drug 2: CCCCC(=O)OCC(=O)C1(CC(C2=C(C1)C(=C3C(=C2O)C(=O)C4=C(C3=O)C=CC=C4OC)O)OC5CC(C(C(O5)C)O)NC(=O)C(F)(F)F)O. Cell line: IGROV1. Synergy scores: CSS=0.0195, Synergy_ZIP=-1.54, Synergy_Bliss=-3.72, Synergy_Loewe=-5.03, Synergy_HSA=-4.41. (4) Synergy scores: CSS=-3.21, Synergy_ZIP=1.15, Synergy_Bliss=0.379, Synergy_Loewe=-4.17, Synergy_HSA=-3.98. Drug 1: CC1C(C(CC(O1)OC2CC(CC3=C2C(=C4C(=C3O)C(=O)C5=C(C4=O)C(=CC=C5)OC)O)(C(=O)CO)O)N)O.Cl. Cell line: OVCAR-4. Drug 2: C1=C(C(=O)NC(=O)N1)N(CCCl)CCCl. (5) Drug 2: C(CCl)NC(=O)N(CCCl)N=O. Drug 1: CNC(=O)C1=NC=CC(=C1)OC2=CC=C(C=C2)NC(=O)NC3=CC(=C(C=C3)Cl)C(F)(F)F. Cell line: OVCAR-4. Synergy scores: CSS=-3.53, Synergy_ZIP=2.47, Synergy_Bliss=1.71, Synergy_Loewe=-3.19, Synergy_HSA=-2.41. (6) Drug 1: C1CCC(C1)C(CC#N)N2C=C(C=N2)C3=C4C=CNC4=NC=N3. Drug 2: CCN(CC)CCCC(C)NC1=C2C=C(C=CC2=NC3=C1C=CC(=C3)Cl)OC. Cell line: SF-539. Synergy scores: CSS=24.5, Synergy_ZIP=-6.57, Synergy_Bliss=-2.60, Synergy_Loewe=-8.10, Synergy_HSA=-2.80. (7) Drug 1: C1=NC2=C(N1)C(=S)N=C(N2)N. Drug 2: CC(C1=C(C=CC(=C1Cl)F)Cl)OC2=C(N=CC(=C2)C3=CN(N=C3)C4CCNCC4)N. Cell line: A549. Synergy scores: CSS=35.9, Synergy_ZIP=-1.87, Synergy_Bliss=2.39, Synergy_Loewe=-3.79, Synergy_HSA=3.19. (8) Drug 1: CNC(=O)C1=NC=CC(=C1)OC2=CC=C(C=C2)NC(=O)NC3=CC(=C(C=C3)Cl)C(F)(F)F. Drug 2: B(C(CC(C)C)NC(=O)C(CC1=CC=CC=C1)NC(=O)C2=NC=CN=C2)(O)O. Cell line: A498. Synergy scores: CSS=47.2, Synergy_ZIP=-0.970, Synergy_Bliss=-0.335, Synergy_Loewe=-39.1, Synergy_HSA=-0.0174. (9) Drug 1: CC1=C(C=C(C=C1)NC(=O)C2=CC=C(C=C2)CN3CCN(CC3)C)NC4=NC=CC(=N4)C5=CN=CC=C5. Drug 2: COCCOC1=C(C=C2C(=C1)C(=NC=N2)NC3=CC=CC(=C3)C#C)OCCOC.Cl. Cell line: T-47D. Synergy scores: CSS=10.8, Synergy_ZIP=-2.80, Synergy_Bliss=-1.12, Synergy_Loewe=-4.10, Synergy_HSA=-2.67.